Dataset: NCI-60 drug combinations with 297,098 pairs across 59 cell lines. Task: Regression. Given two drug SMILES strings and cell line genomic features, predict the synergy score measuring deviation from expected non-interaction effect. (1) Drug 1: CCC1=CC2CC(C3=C(CN(C2)C1)C4=CC=CC=C4N3)(C5=C(C=C6C(=C5)C78CCN9C7C(C=CC9)(C(C(C8N6C)(C(=O)OC)O)OC(=O)C)CC)OC)C(=O)OC.C(C(C(=O)O)O)(C(=O)O)O. Drug 2: C1CC(C1)(C(=O)O)C(=O)O.[NH2-].[NH2-].[Pt+2]. Cell line: TK-10. Synergy scores: CSS=21.7, Synergy_ZIP=-2.05, Synergy_Bliss=-1.45, Synergy_Loewe=-4.52, Synergy_HSA=1.23. (2) Drug 1: C1=CC(=CC=C1CCCC(=O)O)N(CCCl)CCCl. Drug 2: C1CC(=O)NC(=O)C1N2C(=O)C3=CC=CC=C3C2=O. Cell line: NCI-H226. Synergy scores: CSS=4.85, Synergy_ZIP=-3.66, Synergy_Bliss=-6.17, Synergy_Loewe=-9.22, Synergy_HSA=-6.96.